This data is from CYP1A2 inhibition data for predicting drug metabolism from PubChem BioAssay. The task is: Regression/Classification. Given a drug SMILES string, predict its absorption, distribution, metabolism, or excretion properties. Task type varies by dataset: regression for continuous measurements (e.g., permeability, clearance, half-life) or binary classification for categorical outcomes (e.g., BBB penetration, CYP inhibition). Dataset: cyp1a2_veith. The result is 0 (non-inhibitor). The drug is COc1cc(CN2CCN(C(=O)CC(C)C)CC2)cc(OC)c1OC.